Task: Predict which catalyst facilitates the given reaction.. Dataset: Catalyst prediction with 721,799 reactions and 888 catalyst types from USPTO (1) Reactant: [Br:1][C:2]1[C:11]2[C:6](=[CH:7][CH:8]=[CH:9][CH:10]=2)[CH:5]=[C:4]([C:12]([NH2:14])=[O:13])[CH:3]=1.Cl[C:16]([S:18]Cl)=[O:17].O. Product: [Br:1][C:2]1[C:11]2[C:6](=[CH:7][CH:8]=[CH:9][CH:10]=2)[CH:5]=[C:4]([C:12]2[O:13][C:16](=[O:17])[S:18][N:14]=2)[CH:3]=1. The catalyst class is: 11. (2) Reactant: [C:1]([O:5][C:6]([N:8]1[CH2:12][C@H:11]([CH2:13][C:14]2[CH:19]=[CH:18][CH:17]=[CH:16][CH:15]=2)[C@@H:10]([CH2:20][N:21]([CH2:29][C:30]2[CH:35]=[CH:34][CH:33]=[CH:32][C:31]=2[NH2:36])[C:22]2[CH:27]=[CH:26][C:25]([Cl:28])=[CH:24][CH:23]=2)[CH2:9]1)=[O:7])([CH3:4])([CH3:3])[CH3:2].[C:37](OC(=O)C)(=[O:39])[CH3:38]. Product: [C:1]([O:5][C:6]([N:8]1[CH2:12][C@H:11]([CH2:13][C:14]2[CH:19]=[CH:18][CH:17]=[CH:16][CH:15]=2)[C@@H:10]([CH2:20][N:21]([CH2:29][C:30]2[CH:35]=[CH:34][CH:33]=[CH:32][C:31]=2[NH:36][C:37](=[O:39])[CH3:38])[C:22]2[CH:27]=[CH:26][C:25]([Cl:28])=[CH:24][CH:23]=2)[CH2:9]1)=[O:7])([CH3:4])([CH3:2])[CH3:3]. The catalyst class is: 17. (3) Reactant: [CH:1]1[CH:2]=[CH:3][N:4]2[CH2:10][C:9]3[CH:11]=[CH:12][CH:13]=[CH:14][C:8]=3[N:7]([C:15]([C:17]3[CH:22]=[CH:21][C:20]([C:23]4[CH:28]=[CH:27][CH:26]=[CH:25][C:24]=4[CH3:29])=[C:19]([CH3:30])[CH:18]=3)=[O:16])[CH2:6][C:5]=12.C(N(CC)CC)C.[Cl:38][C:39]([Cl:44])([Cl:43])[C:40](Cl)=[O:41]. Product: [Cl:38][C:39]([Cl:44])([Cl:43])[C:40]([C:3]1[N:4]2[C:5]([CH2:6][N:7]([C:15]([C:17]3[CH:22]=[CH:21][C:20]([C:23]4[CH:28]=[CH:27][CH:26]=[CH:25][C:24]=4[CH3:29])=[C:19]([CH3:30])[CH:18]=3)=[O:16])[C:8]3[CH:14]=[CH:13][CH:12]=[CH:11][C:9]=3[CH2:10]2)=[CH:1][CH:2]=1)=[O:41]. The catalyst class is: 4. (4) Reactant: [OH:1][CH2:2][C:3]([CH3:27])([CH3:26])[CH2:4][NH:5][C:6]([C:8]1[C:16]2[C:11](=[N:12][CH:13]=[C:14](Br)[N:15]=2)[N:10]([CH2:18][O:19][CH2:20][CH2:21][Si:22]([CH3:25])([CH3:24])[CH3:23])[CH:9]=1)=[O:7].[CH:28]([B-](F)(F)F)=[CH2:29].[K+].C(=O)([O-])[O-].[Cs+].[Cs+].C1COCC1. Product: [OH:1][CH2:2][C:3]([CH3:27])([CH3:26])[CH2:4][NH:5][C:6]([C:8]1[C:16]2[C:11](=[N:12][CH:13]=[C:14]([CH:28]=[CH2:29])[N:15]=2)[N:10]([CH2:18][O:19][CH2:20][CH2:21][Si:22]([CH3:25])([CH3:24])[CH3:23])[CH:9]=1)=[O:7]. The catalyst class is: 263. (5) Reactant: [Br:1][C:2]1[CH:12]=[CH:11][CH:10]=[C:9]([Br:13])[C:3]=1[O:4][CH2:5][C:6]([NH2:8])=O.B.CSC.[ClH:18]. Product: [ClH:18].[Br:1][C:2]1[CH:12]=[CH:11][CH:10]=[C:9]([Br:13])[C:3]=1[O:4][CH2:5][CH2:6][NH2:8]. The catalyst class is: 7.